From a dataset of Reaction yield outcomes from USPTO patents with 853,638 reactions. Predict the reaction yield, written as a fraction of the theoretical maximum amount of product (1.0 means a 100% yield; for example, 0.34 means a 34% yield). (1) The catalyst is C1COCC1. The product is [O:4]=[C:3]1[CH2:2][O:19][C@@H:7]2[CH2:8][N:9]([C:12]([O:14][C:15]([CH3:18])([CH3:17])[CH3:16])=[O:13])[CH2:10][CH2:11][C@H:6]2[NH:5]1. The reactants are Cl[CH2:2][C:3]([NH:5][C@@H:6]1[CH2:11][CH2:10][N:9]([C:12]([O:14][C:15]([CH3:18])([CH3:17])[CH3:16])=[O:13])[CH2:8][C@H:7]1[OH:19])=[O:4].[H-].[Na+]. The yield is 0.960. (2) The reactants are [O:1]1[CH2:5][CH2:4][CH2:3][C:2]1=O.[Br:7][C:8]1[CH:9]=[C:10]([CH:12]=[CH:13][CH:14]=1)[NH2:11].Cl. No catalyst specified. The product is [Br:7][C:8]1[CH:9]=[C:10]([N:11]2[CH2:5][CH2:4][CH2:3][C:2]2=[O:1])[CH:12]=[CH:13][CH:14]=1. The yield is 1.00. (3) The reactants are [CH2:1]([N:8]1[C:17](=[O:18])[C:16]2[N:15]=[CH:14][CH:13]=[CH:12][C:11]=2[C:10](Br)=[CH:9]1)[C:2]1[CH:7]=[CH:6][CH:5]=[CH:4][CH:3]=1.[CH3:20][C:21]1[C:25](B(O)O)=[C:24]([CH3:29])[O:23][N:22]=1.C([O-])([O-])=O.[Na+].[Na+]. The catalyst is C1C=CC([P]([Pd]([P](C2C=CC=CC=2)(C2C=CC=CC=2)C2C=CC=CC=2)([P](C2C=CC=CC=2)(C2C=CC=CC=2)C2C=CC=CC=2)[P](C2C=CC=CC=2)(C2C=CC=CC=2)C2C=CC=CC=2)(C2C=CC=CC=2)C2C=CC=CC=2)=CC=1. The product is [CH2:1]([N:8]1[C:17](=[O:18])[C:16]2[N:15]=[CH:14][CH:13]=[CH:12][C:11]=2[C:10]([C:25]2[C:21]([CH3:20])=[N:22][O:23][C:24]=2[CH3:29])=[CH:9]1)[C:2]1[CH:7]=[CH:6][CH:5]=[CH:4][CH:3]=1. The yield is 0.560. (4) The reactants are C(C1C=CC(C(NC2C=CC(C3C=C4C(CN([C@@H](C(C)C)C(O)=O)C4=O)=CC=3)=NC=2)=O)=CC=1)(C)(C)C.[CH3:37][CH:38]([CH3:75])[C@H:39]([N:44]1[CH2:52][C:51]2[C:46](=[CH:47][C:48]([C:53]3[CH:58]=[CH:57][C:56]([NH:59][C:60](=[O:72])[C:61]4[CH:66]=[CH:65][C:64]([O:67][C:68]([F:71])([F:70])[F:69])=[CH:63][CH:62]=4)=[CH:55][C:54]=3[CH3:73])=[CH:49][CH:50]=2)[C:45]1=[O:74])[C:40]([O:42]C)=[O:41]. No catalyst specified. The product is [CH3:37][CH:38]([CH3:75])[C@H:39]([N:44]1[CH2:52][C:51]2[C:46](=[CH:47][C:48]([C:53]3[CH:58]=[CH:57][C:56]([NH:59][C:60](=[O:72])[C:61]4[CH:66]=[CH:65][C:64]([O:67][C:68]([F:71])([F:69])[F:70])=[CH:63][CH:62]=4)=[CH:55][C:54]=3[CH3:73])=[CH:49][CH:50]=2)[C:45]1=[O:74])[C:40]([OH:42])=[O:41]. The yield is 0.780. (5) The reactants are [C:1]([O:5][C:6]([N:8]1[C@H:17]([C:18]([OH:20])=O)[CH2:16][C:15]2[C:10](=[CH:11][C:12]([OH:21])=[CH:13][CH:14]=2)[CH2:9]1)=[O:7])([CH3:4])([CH3:3])[CH3:2].C(Cl)CCl.C1C=NC2N(O)N=NC=2C=1.[C@H:36]1([NH2:46])[C:45]2[C:40](=[CH:41][CH:42]=[CH:43][CH:44]=2)[CH2:39][CH2:38][CH2:37]1.CN1CCOCC1.C([O-])(O)=O.[Na+]. The catalyst is CN(C=O)C.CCOC(C)=O. The product is [OH:21][C:12]1[CH:11]=[C:10]2[C:15]([CH2:16][C@@H:17]([C:18](=[O:20])[NH:46][C@H:36]3[C:45]4[C:40](=[CH:41][CH:42]=[CH:43][CH:44]=4)[CH2:39][CH2:38][CH2:37]3)[N:8]([C:6]([O:5][C:1]([CH3:3])([CH3:2])[CH3:4])=[O:7])[CH2:9]2)=[CH:14][CH:13]=1. The yield is 0.660. (6) The product is [Cl:23][C:4]1[C:3]2[C:2]([CH3:1])=[CH:12][CH:11]=[CH:10][C:9]=2[S:19][C:5]=1[C:6]([OH:8])=[O:7]. The yield is 0.650. The reactants are [CH3:1][C:2]1[CH:12]=[CH:11][CH:10]=[CH:9][C:3]=1[CH2:4][CH2:5][C:6]([OH:8])=[O:7].N1C=CC=CC=1.[S:19](Cl)(Cl)=O.[ClH:23]. The catalyst is O1CCCC1.O. (7) The reactants are C([O:3][CH2:4][CH2:5][CH2:6][N:7]1[C:12](=[O:13])[C:11]2[C:14]([CH2:29][C:30]3[CH:35]=[CH:34][C:33]([Cl:36])=[CH:32][CH:31]=3)=[C:15]([C:18]3[CH:23]=[CH:22][CH:21]=[C:20]([O:24][C:25]([F:28])([F:27])[F:26])[CH:19]=3)[CH:16]=[N:17][C:10]=2[N:9]([CH3:37])[C:8]1=[O:38])=O.O[Li].O. The catalyst is C1COCC1.O.CC(=O)OCC. The product is [Cl:36][C:33]1[CH:34]=[CH:35][C:30]([CH2:29][C:14]2[C:11]3[C:12](=[O:13])[N:7]([CH2:6][CH2:5][CH2:4][OH:3])[C:8](=[O:38])[N:9]([CH3:37])[C:10]=3[N:17]=[CH:16][C:15]=2[C:18]2[CH:23]=[CH:22][CH:21]=[C:20]([O:24][C:25]([F:28])([F:27])[F:26])[CH:19]=2)=[CH:31][CH:32]=1. The yield is 0.405.